Dataset: Reaction yield outcomes from USPTO patents with 853,638 reactions. Task: Predict the reaction yield, written as a fraction of the theoretical maximum amount of product (1.0 means a 100% yield; for example, 0.34 means a 34% yield). (1) The reactants are Cl.[CH2:2]([O:4][C:5]1[CH:23]=[C:22]([F:24])[C:8]([CH2:9][N:10]2[C:18]3[C:13](=[CH:14][CH:15]=[CH:16][CH:17]=3)[C:12]([C:19](=[NH:21])[NH2:20])=[N:11]2)=[C:7]([F:25])[CH:6]=1)[CH3:3].[CH3:26][O:27][CH:28]([C:31]#[N:32])[C:29]#[N:30].C(N(CC)CC)C. The catalyst is CN(C)C=O.O. The product is [CH2:2]([O:4][C:5]1[CH:6]=[C:7]([F:25])[C:8]([CH2:9][N:10]2[C:18]3[C:13](=[CH:14][CH:15]=[CH:16][CH:17]=3)[C:12]([C:19]3[N:20]=[C:31]([NH2:32])[C:28]([O:27][CH3:26])=[C:29]([NH2:30])[N:21]=3)=[N:11]2)=[C:22]([F:24])[CH:23]=1)[CH3:3]. The yield is 0.619. (2) The reactants are CC1(C)O[C@@H](/C=C\C[N:10]2[C:19]3[CH:18]=[C:17]([CH3:20])[C:16]([CH3:21])=[C:15]4[C:22]([CH3:26])([CH3:25])[CH2:23][CH2:24][N:13]([C:14]=34)[C:12](=[O:27])[C:11]2=[O:28])CO1.C[N+]1([O-])CC[O:34][CH2:33][CH2:32]1.[C:38]([O:42]O)([CH3:41])([CH3:40])C.[OH:44]S([O-])(=O)=O.[Na+].[CH3:50][C:51]([CH3:53])=[O:52]. The catalyst is [Os](=O)(=O)(=O)=O.CC(O)(C)C.O. The product is [CH3:41][C:38]1([CH3:40])[O:42][C@@H:32]([C@@H:50]([OH:44])[C@@H:51]([OH:52])[CH2:53][N:10]2[C:19]3[CH:18]=[C:17]([CH3:20])[C:16]([CH3:21])=[C:15]4[C:22]([CH3:25])([CH3:26])[CH2:23][CH2:24][N:13]([C:14]=34)[C:12](=[O:27])[C:11]2=[O:28])[CH2:33][O:34]1. The yield is 0.790.